From a dataset of Reaction yield outcomes from USPTO patents with 853,638 reactions. Predict the reaction yield, written as a fraction of the theoretical maximum amount of product (1.0 means a 100% yield; for example, 0.34 means a 34% yield). (1) The reactants are [SH:1][C:2]1[CH:11]=[CH:10][C:5]([C:6]([O:8][CH3:9])=[O:7])=[CH:4][CH:3]=1.C(=O)([O-])[O-].[K+].[K+].Br[CH2:19][CH2:20][CH2:21][Cl:22]. The catalyst is CN(C)C=O. The product is [Cl:22][CH2:21][CH2:20][CH2:19][S:1][C:2]1[CH:3]=[CH:4][C:5]([C:6]([O:8][CH3:9])=[O:7])=[CH:10][CH:11]=1. The yield is 0.640. (2) The reactants are CN(C(ON1N=NC2C=CC=CC1=2)=[N+](C)C)C.F[P-](F)(F)(F)(F)F.[C:25]([O:29][C:30]([NH:32][CH2:33][C:34]([OH:36])=O)=[O:31])([CH3:28])([CH3:27])[CH3:26].Cl.[NH2:38][CH2:39][C:40]1[CH:45]=[CH:44][C:43]([C:46]([N:48]2[CH2:57][C:56]3[CH:55]=[N:54][N:53]([CH3:58])[C:52]=3[NH:51][C:50]3[CH:59]=[C:60]([Cl:63])[CH:61]=[CH:62][C:49]2=3)=[O:47])=[CH:42][C:41]=1[F:64].C1C(N=NC2C(=O)N(C3C=CC(S([O-])(=O)=O)=CC=3)N=C2C([O-])=O)=CC=C(S([O-])(=O)=O)C=1.[Na+].[Na+].[Na+].CC1C=C2N=C3C(=NC(NC3=O)=O)N(C[C@H](O)[C@H](O)[C@H](O)COP([O-])(O)=O)C2=CC=1C.[Na+].CCN(C(C)C)C(C)C. The catalyst is CN(C=O)C.CCOC(C)=O. The product is [C:25]([O:29][C:30](=[O:31])[NH:32][CH2:33][C:34](=[O:36])[NH:38][CH2:39][C:40]1[CH:45]=[CH:44][C:43]([C:46]([N:48]2[CH2:57][C:56]3[CH:55]=[N:54][N:53]([CH3:58])[C:52]=3[NH:51][C:50]3[CH:59]=[C:60]([Cl:63])[CH:61]=[CH:62][C:49]2=3)=[O:47])=[CH:42][C:41]=1[F:64])([CH3:26])([CH3:27])[CH3:28]. The yield is 1.00.